From a dataset of Forward reaction prediction with 1.9M reactions from USPTO patents (1976-2016). Predict the product of the given reaction. (1) Given the reactants [F:1][C:2]1[CH:3]=[C:4]([CH:9]([N:14]2[C:22](=[O:23])[C:21]3[C:16](=[CH:17][CH:18]=[CH:19][CH:20]=3)[C:15]2=[O:24])[CH2:10]C(O)=O)[CH:5]=[CH:6][C:7]=1[F:8].C([N:27]([CH2:30]C)CC)C.C1(P(N=[N+]=[N-])(C2C=CC=CC=2)=[O:39])C=CC=CC=1.[C:49]([OH:53])([CH3:52])([CH3:51])[CH3:50], predict the reaction product. The product is: [F:1][C:2]1[CH:3]=[C:4]([CH:9]([N:14]2[C:22](=[O:23])[C:21]3[C:16](=[CH:17][CH:18]=[CH:19][CH:20]=3)[C:15]2=[O:24])[CH2:10][NH:27][C:30](=[O:39])[O:53][C:49]([CH3:52])([CH3:51])[CH3:50])[CH:5]=[CH:6][C:7]=1[F:8]. (2) Given the reactants C(C1C=C2C(=CC=1)N(OC(OC(C)(C)C)=O)C(=O)[C@@H](NC(=O)OC(C)(C)C)C2)C1C=CC=CC=1.[CH2:35]([C:42]1[CH:43]=[C:44]([C:68]([N+:71]([O-:73])=[O:72])=[CH:69][CH:70]=1)[CH2:45][C@@H:46]([C:61]([O:63]C(C)(C)C)=[O:62])[N:47]=C(C1C=CC=CC=1)C1C=CC=CC=1)[C:36]1[CH:41]=[CH:40][CH:39]=[CH:38][CH:37]=1.FC(F)(F)C(O)=O, predict the reaction product. The product is: [CH2:35]([C:42]1[CH:43]=[C:44]([C:68]([N+:71]([O-:73])=[O:72])=[CH:69][CH:70]=1)[CH2:45][C@@H:46]([C:61]([OH:63])=[O:62])[NH2:47])[C:36]1[CH:41]=[CH:40][CH:39]=[CH:38][CH:37]=1. (3) Given the reactants FC(F)(F)C(O)=O.[CH:8]1([CH2:11][CH2:12][O:13][C:14]2[N:22]=[C:21]3[C:17]([N:18]=[C:19]([O:23][CH3:24])[NH:20]3)=[C:16]([NH2:25])[N:15]=2)[CH2:10][CH2:9]1.C(=O)([O-])[O-].[K+].[K+].CS(O[CH2:37][CH:38]1[CH2:42][CH2:41][O:40][CH2:39]1)(=O)=O, predict the reaction product. The product is: [CH:8]1([CH2:11][CH2:12][O:13][C:14]2[N:22]=[C:21]3[C:17]([N:18]=[C:19]([O:23][CH3:24])[N:20]3[CH2:37][CH:38]3[CH2:42][CH2:41][O:40][CH2:39]3)=[C:16]([NH2:25])[N:15]=2)[CH2:10][CH2:9]1. (4) Given the reactants N[C:2]1[N:7]=[C:6]([C:8]([OH:10])=[O:9])[C:5]([Br:11])=[CH:4][CH:3]=1.ClCCl.C(Cl)(Cl)Cl.[F:19][B-](F)(F)F.N#[O+], predict the reaction product. The product is: [F:19][C:2]1[N:7]=[C:6]([C:8]([OH:10])=[O:9])[C:5]([Br:11])=[CH:4][CH:3]=1. (5) The product is: [OH:31][CH2:30][CH2:29][N:18]1[C:19]2[C:24](=[CH:23][C:22]([C:25]([F:28])([F:27])[F:26])=[CH:21][CH:20]=2)[C:16]([NH:15][CH2:14][C:13]([NH:12][CH:10]2[CH2:11][N:8]([CH:39]3[CH2:40][CH2:41][CH:36]([CH2:35][O:34][CH3:33])[CH2:37][CH2:38]3)[CH2:9]2)=[O:32])=[N:17]1. Given the reactants OC(C(F)(F)F)=O.[NH:8]1[CH2:11][CH:10]([NH:12][C:13](=[O:32])[CH2:14][NH:15][C:16]2[C:24]3[C:19](=[CH:20][CH:21]=[C:22]([C:25]([F:28])([F:27])[F:26])[CH:23]=3)[N:18]([CH2:29][CH2:30][OH:31])[N:17]=2)[CH2:9]1.[CH3:33][O:34][CH2:35][CH:36]1[CH2:41][CH2:40][C:39](=O)[CH2:38][CH2:37]1, predict the reaction product. (6) Given the reactants [CH3:1][C:2]1[N:3]=[CH:4][S:5][C:6]=1/[CH:7]=[CH:8]/[C:9]1[C:17]2[C:12](=[CH:13][C:14]([CH:18]=[O:19])=[CH:15][CH:16]=2)[N:11](COCC[Si](C)(C)C)[N:10]=1.[F-].C([N+](CCCC)(CCCC)CCCC)CCC, predict the reaction product. The product is: [CH3:1][C:2]1[N:3]=[CH:4][S:5][C:6]=1/[CH:7]=[CH:8]/[C:9]1[C:17]2[C:12](=[CH:13][C:14]([CH:18]=[O:19])=[CH:15][CH:16]=2)[NH:11][N:10]=1. (7) Given the reactants [Br:1][C:2]1[C:3]([N:8](C(OCC(Cl)(Cl)Cl)=O)[C@H:9]([C:14]([O:16][CH3:17])=[O:15])[CH2:10][CH:11]([CH3:13])[CH3:12])=[N:4][O:5][C:6]=1[CH3:7].OP([O-])(O)=O.[K+], predict the reaction product. The product is: [Br:1][C:2]1[C:3]([NH:8][C@H:9]([C:14]([O:16][CH3:17])=[O:15])[CH2:10][CH:11]([CH3:13])[CH3:12])=[N:4][O:5][C:6]=1[CH3:7].